Dataset: Full USPTO retrosynthesis dataset with 1.9M reactions from patents (1976-2016). Task: Predict the reactants needed to synthesize the given product. (1) Given the product [C:1]([O:5][C:6]([C:8]1[C:9]([C:14]2[CH:19]=[CH:18][C:17]([CH2:20][N:21]3[C:25]([CH:26]=[N:41][OH:42])=[C:24]([CH:28]=[CH2:29])[N:23]=[C:22]3[O:30][CH2:31][CH3:32])=[C:16]([F:33])[CH:15]=2)=[CH:10][CH:11]=[CH:12][CH:13]=1)=[O:7])([CH3:2])([CH3:4])[CH3:3], predict the reactants needed to synthesize it. The reactants are: [C:1]([O:5][C:6]([C:8]1[C:9]([C:14]2[CH:19]=[CH:18][C:17]([CH2:20][N:21]3[C:25]([CH:26]=O)=[C:24]([CH:28]=[CH2:29])[N:23]=[C:22]3[O:30][CH2:31][CH3:32])=[C:16]([F:33])[CH:15]=2)=[CH:10][CH:11]=[CH:12][CH:13]=1)=[O:7])([CH3:4])([CH3:3])[CH3:2].N1C=CC=CC=1.Cl.[NH2:41][OH:42]. (2) Given the product [Br:1][C:2]1[N:3]=[C:4]([NH2:10])[CH:5]=[CH:6][C:7]=1[O:8][CH3:9], predict the reactants needed to synthesize it. The reactants are: [Br:1][C:2]1[C:7]([O:8][CH3:9])=[CH:6][CH:5]=[C:4]([N+:10]([O-])=O)[N:3]=1.O.O.Cl[Sn]Cl.O.C([O-])(O)=O.[Na+]. (3) Given the product [CH:1]([NH:4][C:12]([C:14]1[CH:19]=[CH:18][C:17]([O:20][CH2:21][C:22]2[C:23]([C:28]3[CH:33]=[CH:32][CH:31]=[CH:30][CH:29]=3)=[N:24][O:25][C:26]=2[CH3:27])=[CH:16][N:15]=1)=[O:11])([CH3:3])[CH3:2], predict the reactants needed to synthesize it. The reactants are: [CH:1]([NH2:4])([CH3:3])[CH3:2].C[Al](C)C.C([O:11][C:12]([C:14]1[CH:19]=[CH:18][C:17]([O:20][CH2:21][C:22]2[C:23]([C:28]3[CH:33]=[CH:32][CH:31]=[CH:30][CH:29]=3)=[N:24][O:25][C:26]=2[CH3:27])=[CH:16][N:15]=1)=O)C.[C@H](O)(C([O-])=O)[C@@H](O)C([O-])=O.[Na+].[K+].